From a dataset of hERG Central: cardiac toxicity at 1µM, 10µM, and general inhibition. Predict hERG channel inhibition at various concentrations. (1) Results: hERG_inhib (hERG inhibition (general)): blocker. The molecule is CN1C2CCC1CC(N(CCc1ccccc1)C(=O)c1ccc(Cl)cc1)C2.Cl. (2) The molecule is O=C(NC1CCN(CCc2c[nH]c3ccccc23)CC1)c1ccccc1. Results: hERG_inhib (hERG inhibition (general)): blocker. (3) The drug is Cc1sc2ncnc(N3CCC(C(=O)N(C)CC(=O)Nc4ccccc4Cl)CC3)c2c1C. Results: hERG_inhib (hERG inhibition (general)): blocker. (4) The compound is O=C(CCN1CCN(Cc2ccccc2)CC1)Nc1cccc(Br)c1. Results: hERG_inhib (hERG inhibition (general)): blocker. (5) The compound is CC[n+]1c(/C=C/N(C)c2ccccc2)n(-c2ccccc2)c2ccc(-c3nc4ccccc4s3)cc21.[I-]. Results: hERG_inhib (hERG inhibition (general)): blocker. (6) The compound is COc1ccc(OCC(=O)N2CCN(C(=O)c3ccc([N+](=O)[O-])cc3)CC2)cc1. Results: hERG_inhib (hERG inhibition (general)): blocker. (7) The drug is Cc1cccc(-n2nc([N+](=O)[O-])c(N3CCN(C(=O)c4ccco4)CC3)[n+]2[O-])c1. Results: hERG_inhib (hERG inhibition (general)): blocker.